From a dataset of Peptide-MHC class II binding affinity with 134,281 pairs from IEDB. Regression. Given a peptide amino acid sequence and an MHC pseudo amino acid sequence, predict their binding affinity value. This is MHC class II binding data. (1) The peptide sequence is LLDKRQFEL. The MHC is DRB1_0901 with pseudo-sequence DRB1_0901. The binding affinity (normalized) is 0. (2) The peptide sequence is TYRENLRTALRYYNQSE. The MHC is HLA-DQA10301-DQB10302 with pseudo-sequence HLA-DQA10301-DQB10302. The binding affinity (normalized) is 0.705. (3) The peptide sequence is FGHDGTVWAQSADFP. The MHC is DRB1_0101 with pseudo-sequence DRB1_0101. The binding affinity (normalized) is 0.139. (4) The peptide sequence is KMIGGIGGFIKVRQYDQIAI. The MHC is DRB1_0101 with pseudo-sequence DRB1_0101. The binding affinity (normalized) is 0.166. (5) The peptide sequence is GSSDNEFVKLAWRREHKDLD. The MHC is DRB1_0701 with pseudo-sequence DRB1_0701. The binding affinity (normalized) is 0.318. (6) The peptide sequence is ESSFVMMSAPPAEYK. The MHC is DRB1_1501 with pseudo-sequence DRB1_1501. The binding affinity (normalized) is 0.729. (7) The peptide sequence is SQDLELSWNLPGLQAY. The MHC is DRB1_0401 with pseudo-sequence DRB1_0401. The binding affinity (normalized) is 0.804. (8) The peptide sequence is LFLHLVGFPTHRHIQ. The MHC is DRB3_0101 with pseudo-sequence DRB3_0101. The binding affinity (normalized) is 0.129. (9) The peptide sequence is WKKYFAATQFEPLAA. The MHC is DRB1_1001 with pseudo-sequence DRB1_1001. The binding affinity (normalized) is 0.578. (10) The peptide sequence is VCKHTYVDRGWGNGC. The MHC is DRB1_0802 with pseudo-sequence DRB1_0802. The binding affinity (normalized) is 0.261.